From a dataset of Catalyst prediction with 721,799 reactions and 888 catalyst types from USPTO. Predict which catalyst facilitates the given reaction. (1) Reactant: [F:1][C:2]([F:22])([F:21])[C:3]1([O:16][Si](C)(C)C)[CH2:8][CH2:7][N:6]([C:9]([O:11][C:12]([CH3:15])([CH3:14])[CH3:13])=[O:10])[CH2:5][CH2:4]1.C(=O)([O-])[O-].[K+].[K+]. Product: [OH:16][C:3]1([C:2]([F:22])([F:1])[F:21])[CH2:4][CH2:5][N:6]([C:9]([O:11][C:12]([CH3:15])([CH3:13])[CH3:14])=[O:10])[CH2:7][CH2:8]1. The catalyst class is: 5. (2) Reactant: Cl.C[N:3]([C:10]1[CH:15]=[N:14][C:13]([C:16]([F:19])([F:18])[F:17])=[CH:12][N:11]=1)[C@H:4]1[CH2:8][CH2:7][CH2:6][C@@H:5]1[NH2:9].[N:20]1[N:21]([C:25]2[C:26]([C:31]([OH:33])=O)=[N:27][CH:28]=[CH:29][CH:30]=2)[N:22]=[CH:23][CH:24]=1.[CH2:34](Cl)CCl.N1C2C(=NC=CC=2)N(O)N=1.C(N(CC)CC)C. Product: [CH3:34][C:15]1[C:10]([NH:3][C@H:4]2[CH2:8][CH2:7][CH2:6][C@@H:5]2[NH:9][C:31]([C:26]2[C:25]([N:21]3[N:22]=[CH:23][CH:24]=[N:20]3)=[CH:30][CH:29]=[CH:28][N:27]=2)=[O:33])=[N:11][CH:12]=[C:13]([C:16]([F:17])([F:18])[F:19])[N:14]=1. The catalyst class is: 2. (3) Reactant: [CH3:1][C:2]1[N:3]=[C:4]2[C:9]([O:10][CH2:11][C:12]3[C:17]([F:18])=[CH:16][CH:15]=[C:14]([F:19])[C:13]=3[F:20])=[CH:8][C:7]([CH3:21])=[CH:6][N:5]2[C:22]=1[C:23](O)=[O:24].CN(C(ON1N=NC2C=CC=NC1=2)=[N+](C)C)C.F[P-](F)(F)(F)(F)F.C(N(CC)C(C)C)(C)C.[CH3:59][C:60]([NH2:66])([CH2:63][CH2:64][CH3:65])[CH2:61][NH2:62].C(#N)C.C(O)(C(F)(F)F)=O. Product: [NH2:66][C:60]([CH3:59])([CH2:63][CH2:64][CH3:65])[CH2:61][NH:62][C:23]([C:22]1[N:5]2[CH:6]=[C:7]([CH3:21])[CH:8]=[C:9]([O:10][CH2:11][C:12]3[C:17]([F:18])=[CH:16][CH:15]=[C:14]([F:19])[C:13]=3[F:20])[C:4]2=[N:3][C:2]=1[CH3:1])=[O:24]. The catalyst class is: 3. (4) Reactant: Cl.[Cl:2][C:3]1[CH:4]=[C:5]([C:10]([C:12]2([CH2:17][CH2:18][CH3:19])[CH2:16][CH2:15][NH:14][CH2:13]2)=[O:11])[CH:6]=[CH:7][C:8]=1[Cl:9].[OH:20][C@@H:21]([C@H:25]([OH:29])[C:26]([OH:28])=[O:27])[C:22]([OH:24])=[O:23].[OH-].[Na+]. Product: [C:22]([C@H:21]([C@@H:25]([C:26]([OH:28])=[O:27])[OH:29])[OH:20])([OH:24])=[O:23].[Cl:2][C:3]1[CH:4]=[C:5]([C:10]([C@@:12]2([CH2:17][CH2:18][CH3:19])[CH2:16][CH2:15][NH:14][CH2:13]2)=[O:11])[CH:6]=[CH:7][C:8]=1[Cl:9]. The catalyst class is: 72. (5) Reactant: C[O:2][C:3]1[C:8]([CH3:9])=[C:7]([CH3:10])[C:6]([O:11]C)=[C:5]([CH3:13])[C:4]=1[C:14]([C:19]1[CH:24]=[CH:23][C:22]([N:25]2[CH2:30][CH2:29][O:28][CH2:27][CH2:26]2)=[CH:21][CH:20]=1)(O)[CH:15]([CH3:17])[CH3:16].Br. Product: [CH3:17][C:15]1([CH3:16])[CH:14]([C:19]2[CH:20]=[CH:21][C:22]([N:25]3[CH2:26][CH2:27][O:28][CH2:29][CH2:30]3)=[CH:23][CH:24]=2)[C:4]2[C:5]([CH3:13])=[C:6]([OH:11])[C:7]([CH3:10])=[C:8]([CH3:9])[C:3]=2[O:2]1. The catalyst class is: 662. (6) Reactant: Br[C:2]1[CH:7]=[CH:6][CH:5]=[CH:4][CH:3]=1.[CH:8]1[C:24]2[C:16]3[C:17]4[CH:23]=[CH:22][CH:21]=[CH:20][C:18]=4[O:19][C:15]=3[C:14](B(O)O)=[CH:13][C:12]=2[CH:11]=[CH:10][CH:9]=1.C1(C)C=CC=CC=1.C(=O)([O-])[O-].[Na+].[Na+]. Product: [C:2]1([C:14]2[C:15]3[O:19][C:18]4[CH:20]=[CH:21][CH:22]=[CH:23][C:17]=4[C:16]=3[C:24]3[CH:8]=[CH:9][CH:10]=[CH:11][C:12]=3[CH:13]=2)[CH:7]=[CH:6][CH:5]=[CH:4][CH:3]=1. The catalyst class is: 461. (7) Reactant: [CH:1]([C:3]1[O:7][C:6]([C:8]2[CH:13]=[CH:12][C:11]([S:14]([NH2:17])(=[O:16])=[O:15])=[CH:10][CH:9]=2)=[CH:5][CH:4]=1)=O.[S:18]1[CH2:24][C:22](=[O:23])[NH:21][C:19]1=[S:20].N1CCCCC1. Product: [O:23]=[C:22]1[C:24](=[CH:1][C:3]2[O:7][C:6]([C:8]3[CH:9]=[CH:10][C:11]([S:14]([NH2:17])(=[O:15])=[O:16])=[CH:12][CH:13]=3)=[CH:5][CH:4]=2)[S:18][C:19](=[S:20])[NH:21]1. The catalyst class is: 14.